Dataset: Full USPTO retrosynthesis dataset with 1.9M reactions from patents (1976-2016). Task: Predict the reactants needed to synthesize the given product. (1) Given the product [Cl:1][C:2]1[CH:9]=[CH:8][C:5](/[CH:6]=[N:13]/[C:14]2[CH:15]=[CH:16][C:17]([C:18]([O:20][CH3:21])=[O:19])=[CH:22][CH:23]=2)=[CH:4][C:3]=1[N+:10]([O-:12])=[O:11], predict the reactants needed to synthesize it. The reactants are: [Cl:1][C:2]1[CH:9]=[CH:8][C:5]([CH:6]=O)=[CH:4][C:3]=1[N+:10]([O-:12])=[O:11].[NH2:13][C:14]1[CH:23]=[CH:22][C:17]([C:18]([O:20][CH3:21])=[O:19])=[CH:16][CH:15]=1. (2) Given the product [C:8]([C:7]1[CH:11]=[C:3]([C:1]#[C:2][C:18]2[C:19]([C:20]([F:22])([F:21])[F:23])=[CH:14][N:15]=[C:16]([NH:24][C:25]3[CH:26]=[CH:27][C:28]([N:31]4[CH2:32][CH2:33][N:34]([C:37]([O:39][C:40]([CH3:43])([CH3:42])[CH3:41])=[O:38])[CH2:35][CH2:36]4)=[CH:29][CH:30]=3)[N:17]=2)[CH:4]=[CH:5][C:6]=1[CH3:12])(=[O:9])[NH2:10], predict the reactants needed to synthesize it. The reactants are: [C:1]([C:3]1[CH:4]=[CH:5][C:6]([CH3:12])=[C:7]([CH:11]=1)[C:8]([NH2:10])=[O:9])#[CH:2].Cl[C:14]1[C:19]([C:20]([F:23])([F:22])[F:21])=[CH:18][N:17]=[C:16]([NH:24][C:25]2[CH:30]=[CH:29][C:28]([N:31]3[CH2:36][CH2:35][N:34]([C:37]([O:39][C:40]([CH3:43])([CH3:42])[CH3:41])=[O:38])[CH2:33][CH2:32]3)=[CH:27][CH:26]=2)[N:15]=1.C1(P(C2C=CC=CC=2)C2C=CC=CC=2)C=CC=CC=1.C(N(CC)CC)C. (3) Given the product [OH:11][CH:3]([CH2:4][C:5]1[CH:6]=[CH:7][CH:8]=[CH:9][CH:10]=1)[CH2:2][NH:1][C:20]1[N:25]([CH3:26])[C:24](=[O:27])[C:23]([C:28]2[CH:37]=[CH:36][C:35]3[C:30](=[CH:31][CH:32]=[CH:33][CH:34]=3)[CH:29]=2)=[C:22]([C:38]2[CH:43]=[CH:42][N:41]=[CH:40][CH:39]=2)[N:21]=1, predict the reactants needed to synthesize it. The reactants are: [NH2:1][CH2:2][CH:3]([OH:11])[CH2:4][C:5]1[CH:10]=[CH:9][CH:8]=[CH:7][CH:6]=1.C(N(CC)CC)C.Cl[C:20]1[N:25]([CH3:26])[C:24](=[O:27])[C:23]([C:28]2[CH:37]=[CH:36][C:35]3[C:30](=[CH:31][CH:32]=[CH:33][CH:34]=3)[CH:29]=2)=[C:22]([C:38]2[CH:43]=[CH:42][N:41]=[CH:40][CH:39]=2)[N:21]=1. (4) The reactants are: [CH3:1][O:2][C:3]([C:5]1[N:6]([CH2:23][C:24]2[CH:29]=[CH:28][C:27]([C:30]([NH:32][NH:33]C(OC(C)(C)C)=O)=[O:31])=[CH:26][CH:25]=2)[C:7](=[O:22])[C:8]2[C:13]([C:14]=1[C:15]1[CH:20]=[CH:19][CH:18]=[CH:17][CH:16]=1)=[CH:12][C:11]([Br:21])=[CH:10][CH:9]=2)=[O:4].C(OC(=O)C)C.[ClH:47]. Given the product [ClH:47].[CH3:1][O:2][C:3]([C:5]1[N:6]([CH2:23][C:24]2[CH:25]=[CH:26][C:27]([C:30]([NH:32][NH2:33])=[O:31])=[CH:28][CH:29]=2)[C:7](=[O:22])[C:8]2[C:13]([C:14]=1[C:15]1[CH:16]=[CH:17][CH:18]=[CH:19][CH:20]=1)=[CH:12][C:11]([Br:21])=[CH:10][CH:9]=2)=[O:4], predict the reactants needed to synthesize it. (5) Given the product [Cl:1][C:2]1[CH:3]=[N:4][CH:5]=[C:6]([Cl:17])[C:7]=1[N:8]1[CH2:13][CH2:12][CH:11]([C:14]2[S:16][CH:19]=[CH:20][N:15]=2)[CH2:10][CH2:9]1, predict the reactants needed to synthesize it. The reactants are: [Cl:1][C:2]1[CH:3]=[N:4][CH:5]=[C:6]([Cl:17])[C:7]=1[N:8]1[CH2:13][CH2:12][CH:11]([C:14](=[S:16])[NH2:15])[CH2:10][CH2:9]1.Cl[CH2:19][CH:20]=O. (6) Given the product [Cl:19][C:20]1[CH:25]=[CH:24][C:23]([N:26]2[C:6](=[O:8])[C:5]3[C:4](=[CH:3][C:2]([OH:1])=[C:10]([O:11][CH3:12])[CH:9]=3)[N:13]=[C:14]2[CH:15]([CH3:17])[CH3:16])=[CH:22][CH:21]=1, predict the reactants needed to synthesize it. The reactants are: [OH:1][C:2]1[C:10]([O:11][CH3:12])=[CH:9][C:5]([C:6]([OH:8])=O)=[C:4]([NH:13][C:14](=O)[CH:15]([CH3:17])[CH3:16])[CH:3]=1.[Cl:19][C:20]1[CH:25]=[CH:24][C:23]([NH2:26])=[CH:22][C:21]=1F.ClC1C=CC(N)=CC=1. (7) Given the product [CH3:14][C:15]1[C:16]2[N:17]([CH:22]=[C:23]([C:2]3[N:3]=[C:4]4[CH:12]=[CH:11][C:10]([F:13])=[CH:9][N:5]4[C:6](=[O:8])[CH:7]=3)[CH:24]=2)[CH:18]=[C:19]([CH3:21])[N:20]=1, predict the reactants needed to synthesize it. The reactants are: Cl[C:2]1[N:3]=[C:4]2[CH:12]=[CH:11][C:10]([F:13])=[CH:9][N:5]2[C:6](=[O:8])[CH:7]=1.[CH3:14][C:15]1[C:16]2[N:17]([CH:22]=[C:23](B3OC(C)(C)C(C)(C)O3)[CH:24]=2)[CH:18]=[C:19]([CH3:21])[N:20]=1. (8) The reactants are: C1(C)C=CC=CC=1.COC1C=CC(P2(SP(C3C=CC(OC)=CC=3)(=S)S2)=[S:17])=CC=1.[C:30]([NH:33][NH:34][C:35](=O)[C:36]1[CH:41]=[CH:40][CH:39]=[C:38]([I:42])[CH:37]=1)(=O)[CH3:31].O. Given the product [I:42][C:38]1[CH:37]=[C:36]([C:35]2[S:17][C:30]([CH3:31])=[N:33][N:34]=2)[CH:41]=[CH:40][CH:39]=1, predict the reactants needed to synthesize it.